Dataset: Reaction yield outcomes from USPTO patents with 853,638 reactions. Task: Predict the reaction yield, written as a fraction of the theoretical maximum amount of product (1.0 means a 100% yield; for example, 0.34 means a 34% yield). (1) The reactants are [CH2:1]([C:6]1[S:10][C:9]([NH:11][C:12]([C:14]2[N:15]([CH3:22])[CH:16]=[C:17]([N+:19]([O-:21])=[O:20])[CH:18]=2)=[O:13])=[N:8][C:7]=1[C:23]([O:25]C)=[O:24])[CH2:2][CH:3]([CH3:5])[CH3:4].[OH-].[Li+]. The catalyst is O.CO. The product is [CH2:1]([C:6]1[S:10][C:9]([NH:11][C:12]([C:14]2[N:15]([CH3:22])[CH:16]=[C:17]([N+:19]([O-:21])=[O:20])[CH:18]=2)=[O:13])=[N:8][C:7]=1[C:23]([OH:25])=[O:24])[CH2:2][CH:3]([CH3:5])[CH3:4]. The yield is 0.920. (2) The reactants are [C:1]1(B(O)O)[CH:6]=[CH:5][CH:4]=[CH:3][CH:2]=1.F[B-](F)(F)F.[CH:28]1([PH+]([CH:28]2[CH2:33][CH2:32][CH2:31][CH2:30][CH2:29]2)[CH:28]2[CH2:33][CH2:32][CH2:31][CH2:30][CH2:29]2)[CH2:33][CH2:32][CH2:31][CH2:30][CH2:29]1.[C:34](=[O:37])([O-])[O-:35].[K+].[K+]. The catalyst is C([O-])(=O)C.[Pd+2].C([O-])(=O)C.C1(C)C=CC=CC=1. The product is [CH3:6][C:1]1[C:34](=[O:37])[O:35][CH:3]([C:28]2[CH:29]=[CH:30][CH:31]=[CH:32][CH:33]=2)[C:2]=1[C:1]1[CH:6]=[CH:5][CH:4]=[CH:3][CH:2]=1. The yield is 0.670. (3) The reactants are [F:1][C:2]([F:24])([F:23])[C:3]1[CH:8]=[CH:7][C:6]([NH:9][C:10]([CH2:12][C:13]2[CH:18]=[CH:17][C:16]([O:19]C(=O)C)=[CH:15][CH:14]=2)=[O:11])=[CH:5][CH:4]=1.[OH-].[Na+].Cl. The catalyst is CO.O. The product is [OH:19][C:16]1[CH:17]=[CH:18][C:13]([CH2:12][C:10]([NH:9][C:6]2[CH:7]=[CH:8][C:3]([C:2]([F:1])([F:23])[F:24])=[CH:4][CH:5]=2)=[O:11])=[CH:14][CH:15]=1. The yield is 0.890. (4) The reactants are [NH2:1][C:2]1[N:3]([CH2:24]C2CCCCC2)[C:4](=[O:23])[C:5]2([C:15]3[C:10](=[CH:11][CH:12]=[C:13](Br)[CH:14]=3)[O:9][CH:8]([C:17]3[CH:22]=[CH:21][CH:20]=[CH:19][CH:18]=3)[CH2:7]2)[N:6]=1.[C:31]([CH2:33][C:34]1[CH:35]=[C:36](B(O)O)[CH:37]=[CH:38][CH:39]=1)#[N:32]. The catalyst is O1CCOCC1.C([O-])([O-])=O.[Cs+].[Cs+].Cl[Pd](Cl)([P](C1C=CC=CC=1)(C1C=CC=CC=1)C1C=CC=CC=1)[P](C1C=CC=CC=1)(C1C=CC=CC=1)C1C=CC=CC=1. The product is [NH2:1][C:2]1[N:3]([CH3:24])[C:4](=[O:23])[C:5]2([C:15]3[C:10](=[CH:11][CH:12]=[C:13]([C:38]4[CH:39]=[C:34]([CH2:33][C:31]#[N:32])[CH:35]=[CH:36][CH:37]=4)[CH:14]=3)[O:9][CH:8]([C:17]3[CH:22]=[CH:21][CH:20]=[CH:19][CH:18]=3)[CH2:7]2)[N:6]=1. The yield is 0.240. (5) The reactants are Br[C:2]1[CH:7]=[CH:6][C:5]([CH:8]([N:12]2[CH2:26][CH2:25][C:15]3([O:20][CH2:19][C:18](=[O:21])[N:17]([CH:22]4[CH2:24][CH2:23]4)[CH2:16]3)[CH2:14][CH2:13]2)[C:9]([NH2:11])=[O:10])=[C:4]([F:27])[CH:3]=1.[F:28][C:29]1[CH:34]=[CH:33][C:32](B(O)O)=[CH:31][CH:30]=1.C(=O)([O-])[O-].[K+].[K+].O. The catalyst is O1CCOCC1.C1C=CC(P(C2C=CC=CC=2)[C-]2C=CC=C2)=CC=1.C1C=CC(P(C2C=CC=CC=2)[C-]2C=CC=C2)=CC=1.Cl[Pd]Cl.[Fe+2].C(Cl)Cl.C(#N)C. The product is [CH:22]1([N:17]2[CH2:16][C:15]3([CH2:25][CH2:26][N:12]([CH:8]([C:5]4[CH:6]=[CH:7][C:2]([C:32]5[CH:33]=[CH:34][C:29]([F:28])=[CH:30][CH:31]=5)=[CH:3][C:4]=4[F:27])[C:9]([NH2:11])=[O:10])[CH2:13][CH2:14]3)[O:20][CH2:19][C:18]2=[O:21])[CH2:24][CH2:23]1. The yield is 0.610. (6) The reactants are Cl.Cl.[CH2:3]1[CH:7]2[CH2:8][NH:9][CH2:10][CH:6]2[CH2:5][N:4]1[CH2:11][C:12]1[C:16]2[CH:17]=[CH:18][C:19]([O:21][C:22]3[S:23][C:24]4[C:25]([N:30]=3)=[N:26][CH:27]=[CH:28][CH:29]=4)=[CH:20][C:15]=2[O:14][CH:13]=1.ON1C2C=CC=CC=2N=N1.CN1CCOCC1.[O:48]1[CH2:52][CH2:51][CH:50]([C:53](O)=[O:54])[CH2:49]1. The catalyst is CN(C=O)C. The product is [O:48]1[CH2:52][CH2:51][CH:50]([C:53]([N:9]2[CH2:10][CH:6]3[CH:7]([CH2:3][N:4]([CH2:11][C:12]4[C:16]5[CH:17]=[CH:18][C:19]([O:21][C:22]6[S:23][C:24]7[C:25]([N:30]=6)=[N:26][CH:27]=[CH:28][CH:29]=7)=[CH:20][C:15]=5[O:14][CH:13]=4)[CH2:5]3)[CH2:8]2)=[O:54])[CH2:49]1. The yield is 0.450. (7) The reactants are Br[C:2]1[N:3]=[C:4]([NH:10][C:11]2[CH:16]=[CH:15][C:14]([CH:17]3[CH2:22][CH2:21][N:20]([CH3:23])[CH2:19][CH2:18]3)=[CH:13][CH:12]=2)[C:5](=[O:9])[N:6]([CH3:8])[CH:7]=1.[C:24]([O:27][CH2:28][C:29]1[C:34]([N:35]2[CH2:46][CH2:45][N:44]3[C:37](=[CH:38][C:39]4[CH2:40][C:41]([CH3:48])([CH3:47])[CH2:42][C:43]=43)[C:36]2=[O:49])=[CH:33][C:32]([F:50])=[CH:31][C:30]=1B1OC(C)(C)C(C)(C)O1)(=[O:26])[CH3:25]. No catalyst specified. The product is [C:24]([O:27][CH2:28][C:29]1[C:30]([C:2]2[N:3]=[C:4]([NH:10][C:11]3[CH:16]=[CH:15][C:14]([CH:17]4[CH2:22][CH2:21][N:20]([CH3:23])[CH2:19][CH2:18]4)=[CH:13][CH:12]=3)[C:5](=[O:9])[N:6]([CH3:8])[CH:7]=2)=[CH:31][C:32]([F:50])=[CH:33][C:34]=1[N:35]1[CH2:46][CH2:45][N:44]2[C:37](=[CH:38][C:39]3[CH2:40][C:41]([CH3:48])([CH3:47])[CH2:42][C:43]=32)[C:36]1=[O:49])(=[O:26])[CH3:25]. The yield is 0.810. (8) The reactants are Br[C:2]1[CH:3]=[C:4]2[C:10]([C:11]3[CH:16]=[CH:15][C:14]([F:17])=[CH:13][CH:12]=3)=[CH:9][N:8](S(C3C=CC(C)=CC=3)(=O)=O)[C:5]2=[N:6][CH:7]=1.[CH3:28][O:29][C:30]1[CH:31]=[C:32](B(O)O)[CH:33]=[C:34]([O:38][CH3:39])[C:35]=1[O:36][CH3:37].C([O-])([O-])=O.[Na+].[Na+].CCOC(C)=O. The catalyst is CC#N.Cl[Pd](Cl)([P](C1C=CC=CC=1)(C1C=CC=CC=1)C1C=CC=CC=1)[P](C1C=CC=CC=1)(C1C=CC=CC=1)C1C=CC=CC=1. The product is [F:17][C:14]1[CH:13]=[CH:12][C:11]([C:10]2[C:4]3[C:5](=[N:6][CH:7]=[C:2]([C:32]4[CH:33]=[C:34]([O:38][CH3:39])[C:35]([O:36][CH3:37])=[C:30]([O:29][CH3:28])[CH:31]=4)[CH:3]=3)[NH:8][CH:9]=2)=[CH:16][CH:15]=1. The yield is 0.290. (9) The reactants are Cl.[F:2][C:3]1[C:8]([C:9]2[C:10](=[O:16])[NH:11][C:12](=[O:15])[NH:13][CH:14]=2)=[CH:7][CH:6]=[C:5]([CH3:17])[N:4]=1.C([O-])([O-])=O.[K+].[K+].Br[CH2:25][CH2:26][CH:27]([O:30][CH3:31])[O:28][CH3:29]. The catalyst is CN(C=O)C. The product is [CH3:29][O:28][CH:27]([O:30][CH3:31])[CH2:26][CH2:25][N:13]1[CH:14]=[C:9]([C:8]2[C:3]([F:2])=[N:4][C:5]([CH3:17])=[CH:6][CH:7]=2)[C:10](=[O:16])[NH:11][C:12]1=[O:15]. The yield is 0.350. (10) The reactants are [Cl:1][C:2]1[N:3]=[C:4](Cl)[C:5]2[CH2:10][O:9][CH:8]([C:11]3[CH:16]=[CH:15][C:14]([F:17])=[CH:13][CH:12]=3)[C:6]=2[N:7]=1.Cl.[CH3:20][NH2:21]. No catalyst specified. The product is [Cl:1][C:2]1[N:3]=[C:4]([NH:21][CH3:20])[C:5]2[CH2:10][O:9][CH:8]([C:11]3[CH:16]=[CH:15][C:14]([F:17])=[CH:13][CH:12]=3)[C:6]=2[N:7]=1. The yield is 0.608.